Dataset: Reaction yield outcomes from USPTO patents with 853,638 reactions. Task: Predict the reaction yield, written as a fraction of the theoretical maximum amount of product (1.0 means a 100% yield; for example, 0.34 means a 34% yield). The reactants are [NH2:1][C:2]1[N:7]=[CH:6][N:5]=[C:4]2[N:8]([C:12]3[CH:13]=[C:14]([N:18]([CH3:30])[C:19](=[O:29])/[CH:20]=[CH:21]/[CH2:22][N:23]([CH:25]4[CH2:28][CH2:27][CH2:26]4)[CH3:24])[CH:15]=[CH:16][CH:17]=3)[N:9]=[C:10](I)[C:3]=12.[CH3:31][O:32][C:33]1[CH:34]=[C:35](B2OC(C)(C)C(C)(C)O2)[CH:36]=[CH:37][C:38]=1[CH3:39]. The catalyst is CN(C=O)C.O.C1C=CC(P(C2C=CC=CC=2)[C-]2C=CC=C2)=CC=1.C1C=CC(P(C2C=CC=CC=2)[C-]2C=CC=C2)=CC=1.Cl[Pd]Cl.[Fe+2]. The product is [NH2:1][C:2]1[N:7]=[CH:6][N:5]=[C:4]2[N:8]([C:12]3[CH:13]=[C:14]([N:18]([CH3:30])[C:19](=[O:29])/[CH:20]=[CH:21]/[CH2:22][N:23]([CH:25]4[CH2:28][CH2:27][CH2:26]4)[CH3:24])[CH:15]=[CH:16][CH:17]=3)[N:9]=[C:10]([C:35]3[CH:36]=[CH:37][C:38]([CH3:39])=[C:33]([O:32][CH3:31])[CH:34]=3)[C:3]=12. The yield is 0.140.